From a dataset of Reaction yield outcomes from USPTO patents with 853,638 reactions. Predict the reaction yield, written as a fraction of the theoretical maximum amount of product (1.0 means a 100% yield; for example, 0.34 means a 34% yield). (1) The reactants are [NH:1]1[CH:5]=[CH:4][N:3]=[CH:2]1.C(=O)([O-])[O-].[K+].[K+].Br[CH:13]([C:15]1[CH:20]=[CH:19][C:18]([C:21]2[CH:25]=[CH:24][O:23][CH:22]=2)=[CH:17][N:16]=1)[CH3:14].C(=O)(O)[O-].[Na+]. The catalyst is CN(C=O)C. The product is [N:1]1([CH:13]([C:15]2[CH:20]=[CH:19][C:18]([C:21]3[CH:25]=[CH:24][O:23][CH:22]=3)=[CH:17][N:16]=2)[CH3:14])[CH:5]=[CH:4][N:3]=[CH:2]1. The yield is 0.280. (2) The reactants are [CH3:1][O:2][C:3]1[CH:8]=[CH:7][C:6]([CH2:9][CH:10]([NH:12][CH2:13][C:14]2[CH:19]=[CH:18][CH:17]=[CH:16][CH:15]=2)[CH3:11])=[CH:5][CH:4]=1.C(O)(=O)[C@H](C1C=CC=CC=1)O. No catalyst specified. The product is [CH3:1][O:2][C:3]1[CH:4]=[CH:5][C:6]([CH2:9][C@H:10]([NH:12][CH2:13][C:14]2[CH:19]=[CH:18][CH:17]=[CH:16][CH:15]=2)[CH3:11])=[CH:7][CH:8]=1. The yield is 0.350. (3) The reactants are [CH3:1][O:2][C:3]1[CH:9]=[CH:8][C:6]([NH2:7])=[CH:5][CH:4]=1.[N:10]#[C:11][NH2:12].[N+:13]([O-:16])([OH:15])=[O:14]. The catalyst is C(O)C. The product is [N+:13]([O-:16])([O-:15])=[O:14].[CH3:1][O:2][C:3]1[CH:9]=[CH:8][C:6]([NH:7][C:11]([NH2:12])=[NH2+:10])=[CH:5][CH:4]=1. The yield is 0.380. (4) The reactants are [Cl:1][C:2]1[N:7]=[C:6](Cl)[C:5]([F:9])=[CH:4][N:3]=1.[CH2:10]([O:14][C:15]1[CH:21]=[CH:20][C:18]([NH2:19])=[CH:17][CH:16]=1)[CH2:11][CH2:12][CH3:13].Cl.[OH-].[Na+]. The catalyst is CC(C)=O.O. The product is [Cl:1][C:2]1[N:7]=[C:6]([NH:19][C:18]2[CH:17]=[CH:16][C:15]([O:14][CH2:10][CH2:11][CH2:12][CH3:13])=[CH:21][CH:20]=2)[C:5]([F:9])=[CH:4][N:3]=1. The yield is 0.800. (5) The catalyst is O1CCCC1. The yield is 0.470. The reactants are [CH:1]([C:3]1[CH:12]=[CH:11][C:6]([C:7]([O:9][CH3:10])=[O:8])=[CH:5][CH:4]=1)=[O:2].[CH2:13]([Mg]Br)[CH2:14][CH3:15]. The product is [OH:2][CH:1]([C:3]1[CH:12]=[CH:11][C:6]([C:7]([O:9][CH3:10])=[O:8])=[CH:5][CH:4]=1)[CH2:13][CH2:14][CH3:15]. (6) The reactants are Cl[C:2]1[CH:7]=[CH:6][C:5]([NH:8][C:9]([NH:11][C:12]2[CH:17]=[CH:16][CH:15]=[C:14]([C:18]3[CH:23]=[CH:22][CH:21]=[C:20]([N:24]4[CH2:28][CH2:27][CH2:26][CH2:25]4)[N:19]=3)[CH:13]=2)=[O:10])=[CH:4][CH:3]=1.[CH3:29][O:30]C1C=C(C=CC=1)N.CCN(C(C)C)C(C)C. The catalyst is CN(C=O)C. The product is [CH3:29][O:30][C:3]1[CH:4]=[C:5]([NH:8][C:9]([NH:11][C:12]2[CH:17]=[CH:16][CH:15]=[C:14]([C:18]3[CH:23]=[CH:22][CH:21]=[C:20]([N:24]4[CH2:28][CH2:27][CH2:26][CH2:25]4)[N:19]=3)[CH:13]=2)=[O:10])[CH:6]=[CH:7][CH:2]=1. The yield is 0.670. (7) The reactants are [CH:1]1([CH2:6][C@H:7]([N:11]2[CH2:19][C:18]3[C:13](=[CH:14][CH:15]=[CH:16][C:17]=3[C:20]([F:23])([F:22])[F:21])[C:12]2=[O:24])[C:8](O)=[O:9])[CH2:5][CH2:4][CH2:3][CH2:2]1.[CH3:25][O:26][CH2:27][CH2:28][N:29]1[CH:33]=[CH:32][C:31]([NH2:34])=[N:30]1.F[P-](F)(F)(F)(F)F.N1(O[P+](N(C)C)(N(C)C)N(C)C)C2C=CC=CC=2N=N1.C(N(CC)C(C)C)(C)C. The catalyst is C(Cl)Cl. The product is [CH:1]1([CH2:6][C@H:7]([N:11]2[CH2:19][C:18]3[C:13](=[CH:14][CH:15]=[CH:16][C:17]=3[C:20]([F:23])([F:22])[F:21])[C:12]2=[O:24])[C:8]([NH:34][C:31]2[CH:32]=[CH:33][N:29]([CH2:28][CH2:27][O:26][CH3:25])[N:30]=2)=[O:9])[CH2:5][CH2:4][CH2:3][CH2:2]1. The yield is 0.430. (8) The reactants are [CH3:1][N:2]1[CH:6]=[CH:5][N:4]=[CH:3]1.[Cl:7][CH2:8][CH2:9][CH2:10][C:11]1[CH:16]=[CH:15][CH:14]=[CH:13][CH:12]=1. No catalyst specified. The product is [Cl-:7].[C:11]1([CH2:10][CH2:9][CH2:8][N+:4]2[CH:5]=[CH:6][N:2]([CH3:1])[CH:3]=2)[CH:16]=[CH:15][CH:14]=[CH:13][CH:12]=1. The yield is 0.990.